From a dataset of NCI-60 drug combinations with 297,098 pairs across 59 cell lines. Regression. Given two drug SMILES strings and cell line genomic features, predict the synergy score measuring deviation from expected non-interaction effect. (1) Drug 1: COC1=NC(=NC2=C1N=CN2C3C(C(C(O3)CO)O)O)N. Drug 2: CC1=C(C(=O)C2=C(C1=O)N3CC4C(C3(C2COC(=O)N)OC)N4)N. Cell line: NCI/ADR-RES. Synergy scores: CSS=15.9, Synergy_ZIP=-8.94, Synergy_Bliss=-9.76, Synergy_Loewe=-7.81, Synergy_HSA=-7.86. (2) Drug 1: C1=CC=C(C=C1)NC(=O)CCCCCCC(=O)NO. Drug 2: CN1C2=C(C=C(C=C2)N(CCCl)CCCl)N=C1CCCC(=O)O.Cl. Cell line: M14. Synergy scores: CSS=16.2, Synergy_ZIP=-2.14, Synergy_Bliss=-1.37, Synergy_Loewe=-6.24, Synergy_HSA=-1.70. (3) Drug 1: CCCCC(=O)OCC(=O)C1(CC(C2=C(C1)C(=C3C(=C2O)C(=O)C4=C(C3=O)C=CC=C4OC)O)OC5CC(C(C(O5)C)O)NC(=O)C(F)(F)F)O. Drug 2: CC1=C(C(=O)C2=C(C1=O)N3CC4C(C3(C2COC(=O)N)OC)N4)N. Cell line: NCI-H226. Synergy scores: CSS=8.54, Synergy_ZIP=-10.9, Synergy_Bliss=-16.2, Synergy_Loewe=-20.6, Synergy_HSA=-17.5. (4) Drug 1: CC1=C2C(C(=O)C3(C(CC4C(C3C(C(C2(C)C)(CC1OC(=O)C(C(C5=CC=CC=C5)NC(=O)C6=CC=CC=C6)O)O)OC(=O)C7=CC=CC=C7)(CO4)OC(=O)C)O)C)OC(=O)C. Drug 2: C1=CN(C=N1)CC(O)(P(=O)(O)O)P(=O)(O)O. Cell line: NCI/ADR-RES. Synergy scores: CSS=1.21, Synergy_ZIP=-0.183, Synergy_Bliss=-1.71, Synergy_Loewe=0.206, Synergy_HSA=-2.12. (5) Drug 1: CNC(=O)C1=CC=CC=C1SC2=CC3=C(C=C2)C(=NN3)C=CC4=CC=CC=N4. Cell line: U251. Synergy scores: CSS=15.9, Synergy_ZIP=-4.34, Synergy_Bliss=-0.369, Synergy_Loewe=-21.1, Synergy_HSA=1.03. Drug 2: C(CC(=O)O)C(=O)CN.Cl.